Task: Regression. Given two drug SMILES strings and cell line genomic features, predict the synergy score measuring deviation from expected non-interaction effect.. Dataset: NCI-60 drug combinations with 297,098 pairs across 59 cell lines (1) Drug 1: CC1CCC2CC(C(=CC=CC=CC(CC(C(=O)C(C(C(=CC(C(=O)CC(OC(=O)C3CCCCN3C(=O)C(=O)C1(O2)O)C(C)CC4CCC(C(C4)OC)OCCO)C)C)O)OC)C)C)C)OC. Drug 2: C1C(C(OC1N2C=NC3=C2NC=NCC3O)CO)O. Cell line: ACHN. Synergy scores: CSS=13.3, Synergy_ZIP=-1.52, Synergy_Bliss=6.35, Synergy_Loewe=-13.1, Synergy_HSA=0.677. (2) Drug 1: C1=CC=C(C(=C1)C(C2=CC=C(C=C2)Cl)C(Cl)Cl)Cl. Drug 2: CC12CCC3C(C1CCC2OP(=O)(O)O)CCC4=C3C=CC(=C4)OC(=O)N(CCCl)CCCl.[Na+]. Cell line: HT29. Synergy scores: CSS=12.7, Synergy_ZIP=-7.18, Synergy_Bliss=-7.56, Synergy_Loewe=-16.9, Synergy_HSA=-7.41. (3) Drug 1: CC(C)(C#N)C1=CC(=CC(=C1)CN2C=NC=N2)C(C)(C)C#N. Drug 2: CC1C(C(CC(O1)OC2CC(CC3=C2C(=C4C(=C3O)C(=O)C5=C(C4=O)C(=CC=C5)OC)O)(C(=O)CO)O)N)O.Cl. Cell line: IGROV1. Synergy scores: CSS=39.8, Synergy_ZIP=2.33, Synergy_Bliss=1.65, Synergy_Loewe=2.34, Synergy_HSA=2.47. (4) Drug 1: CC1OCC2C(O1)C(C(C(O2)OC3C4COC(=O)C4C(C5=CC6=C(C=C35)OCO6)C7=CC(=C(C(=C7)OC)O)OC)O)O. Drug 2: C1C(C(OC1N2C=NC3=C(N=C(N=C32)Cl)N)CO)O. Cell line: RXF 393. Synergy scores: CSS=24.8, Synergy_ZIP=-5.09, Synergy_Bliss=0.133, Synergy_Loewe=1.67, Synergy_HSA=2.28. (5) Drug 1: CC(C)(C1=NC(=CC=C1)N2C3=NC(=NC=C3C(=O)N2CC=C)NC4=CC=C(C=C4)N5CCN(CC5)C)O. Drug 2: CC1=C(C(=CC=C1)Cl)NC(=O)C2=CN=C(S2)NC3=CC(=NC(=N3)C)N4CCN(CC4)CCO. Cell line: HT29. Synergy scores: CSS=66.1, Synergy_ZIP=4.03, Synergy_Bliss=2.96, Synergy_Loewe=2.87, Synergy_HSA=7.98. (6) Drug 1: C1CCC(C(C1)N)N.C(=O)(C(=O)[O-])[O-].[Pt+4]. Drug 2: CC1CCCC2(C(O2)CC(NC(=O)CC(C(C(=O)C(C1O)C)(C)C)O)C(=CC3=CSC(=N3)C)C)C. Cell line: SNB-19. Synergy scores: CSS=48.7, Synergy_ZIP=-1.48, Synergy_Bliss=-0.883, Synergy_Loewe=-5.97, Synergy_HSA=0.622.